Dataset: Full USPTO retrosynthesis dataset with 1.9M reactions from patents (1976-2016). Task: Predict the reactants needed to synthesize the given product. (1) Given the product [CH3:34][N:35]([CH3:42])[CH:36]1[CH2:41][CH2:40][N:39]([C:55](=[O:56])[CH2:54][CH2:53][C:49]2[N:48]([CH2:47][C:46]([O:45][CH2:43][CH3:44])=[O:58])[CH:52]=[CH:51][N:50]=2)[CH2:38][CH2:37]1, predict the reactants needed to synthesize it. The reactants are: C(N(C(C)C)CC)(C)C.CN(C(ON1N=NC2C=CC=CC1=2)=[N+](C)C)C.F[P-](F)(F)(F)(F)F.[CH3:34][N:35]([CH3:42])[CH:36]1[CH2:41][CH2:40][NH:39][CH2:38][CH2:37]1.[CH2:43]([O:45][C:46](=[O:58])[CH2:47][N:48]1[CH:52]=[CH:51][N:50]=[C:49]1[CH2:53][CH2:54][C:55](O)=[O:56])[CH3:44]. (2) Given the product [CH3:7][O:8][C:9]1[CH:10]=[C:11]([CH:14]=[CH:15][C:16]=1[N:17]1[CH:21]=[C:20]([CH3:22])[N:19]=[CH:18]1)/[CH:12]=[C:34]1/[C:35](=[O:36])[N:31]([C:28]2[CH:27]=[CH:26][C:25]([O:24][CH3:23])=[CH:30][CH:29]=2)[C:32](=[S:37])[NH:33]/1, predict the reactants needed to synthesize it. The reactants are: N1CCCCC1.[CH3:7][O:8][C:9]1[CH:10]=[C:11]([CH:14]=[CH:15][C:16]=1[N:17]1[CH:21]=[C:20]([CH3:22])[N:19]=[CH:18]1)[CH:12]=O.[CH3:23][O:24][C:25]1[CH:30]=[CH:29][C:28]([N:31]2[C:35](=[O:36])[CH2:34][NH:33][C:32]2=[S:37])=[CH:27][CH:26]=1.